From a dataset of Catalyst prediction with 721,799 reactions and 888 catalyst types from USPTO. Predict which catalyst facilitates the given reaction. (1) Reactant: O[CH2:2][C@@H:3]([NH:7][C:8]([C:10]1[N:15]=[N:14][C:13]([C:16]([N:18]2[CH2:23][CH2:22][N:21]([C:24]([O:26][C:27]([CH3:30])([CH3:29])[CH3:28])=[O:25])[C@@H:20]([CH:31]([CH3:33])[CH3:32])[CH2:19]2)=[O:17])=[CH:12][C:11]=1[CH:34]([CH3:36])[CH3:35])=[O:9])[CH:4]([CH3:6])[CH3:5].CC(OI1(OC(C)=O)(OC(C)=O)OC(=O)C2C=CC=CC1=2)=O.C1C=CC(P(C2C=CC=CC=2)C2C=CC=CC=2)=CC=1.C(C1C=CC=C(C(C)(C)C)N=1)(C)(C)C.BrC(C(Br)(Cl)Cl)(Cl)Cl.C1CCN2C(=NCCC2)CC1. Product: [CH:31]([C@H:20]1[CH2:19][N:18]([C:16]([C:13]2[N:14]=[N:15][C:10]([C:8]3[O:9][CH:2]=[C:3]([CH:4]([CH3:6])[CH3:5])[N:7]=3)=[C:11]([CH:34]([CH3:35])[CH3:36])[CH:12]=2)=[O:17])[CH2:23][CH2:22][N:21]1[C:24]([O:26][C:27]([CH3:30])([CH3:28])[CH3:29])=[O:25])([CH3:33])[CH3:32]. The catalyst class is: 759. (2) Reactant: [CH2:1]([NH:8][C@@H:9]([CH2:12][O:13][CH3:14])[CH2:10][OH:11])[C:2]1C=CC=C[CH:3]=1.C([C@H]1[O:19]C1)Cl.Cl([O-])(=O)(=O)=O.[Li+].C[O-].[Na+].[Cl-].[NH4+].[C:31]1([CH3:37])[CH:36]=[CH:35][CH:34]=[CH:33][CH:32]=1. Product: [CH2:37]([N:8]1[C@@H:9]([CH2:12][O:13][CH3:14])[CH2:10][O:11][C@@H:2]([CH2:3][OH:19])[CH2:1]1)[C:31]1[CH:36]=[CH:35][CH:34]=[CH:33][CH:32]=1. The catalyst class is: 5. (3) Reactant: Cl.[N:2]12[CH2:9][CH2:8][CH:5]([CH2:6][CH2:7]1)[CH:4]([C:10]([OH:12])=[O:11])[CH2:3]2.C(Cl)CCl.C1C=CC2N(O)N=NC=2C=1.[C:27]1([CH:33]([C:35]2[CH:40]=[CH:39][CH:38]=[CH:37][CH:36]=2)O)[CH:32]=[CH:31][CH:30]=[CH:29][CH:28]=1.CCN(C(C)C)C(C)C.C([O-])(O)=O.[Na+]. Product: [N:2]12[CH2:9][CH2:8][CH:5]([CH2:6][CH2:7]1)[CH:4]([C:10]([O:12][CH:33]([C:27]1[CH:32]=[CH:31][CH:30]=[CH:29][CH:28]=1)[C:35]1[CH:40]=[CH:39][CH:38]=[CH:37][CH:36]=1)=[O:11])[CH2:3]2. The catalyst class is: 215. (4) Reactant: C(Cl)(=O)C(Cl)=O.CS(C)=O.[N+:11]([C:14]1[CH:19]=[CH:18][C:17]([N:20]2[CH2:26][CH2:25][CH2:24][CH:23]([OH:27])[CH2:22][CH2:21]2)=[CH:16][CH:15]=1)([O-:13])=[O:12].CCN(CC)CC. Product: [N+:11]([C:14]1[CH:19]=[CH:18][C:17]([N:20]2[CH2:26][CH2:25][CH2:24][C:23](=[O:27])[CH2:22][CH2:21]2)=[CH:16][CH:15]=1)([O-:13])=[O:12]. The catalyst class is: 2. (5) Reactant: [CH2:1]([NH:8][C:9]([C:11]1[S:15][C:14]([N:16]2[CH2:20][CH2:19][NH:18][C:17]2=[O:21])=[N:13][C:12]=1[CH3:22])=[O:10])[C:2]1[CH:7]=[CH:6][CH:5]=[CH:4][CH:3]=1.[C:23](=O)([O-])[O-].[K+].[K+].ClC[C:31]1[CH:38]=[CH:37][C:34]([C:35]#[N:36])=[CH:33][CH:32]=1. Product: [CH2:1]([NH:8][C:9]([C:11]1[S:15][C:14]([N:16]2[CH2:20][CH2:19][N:18]([CH2:23][C:34]3([C:35]#[N:36])[CH:33]=[CH:32][CH:31]=[CH:38][CH2:37]3)[C:17]2=[O:21])=[N:13][C:12]=1[CH3:22])=[O:10])[C:2]1[CH:7]=[CH:6][CH:5]=[CH:4][CH:3]=1. The catalyst class is: 9. (6) Reactant: [CH3:1][C@@H:2]([O:6][C:7]1[N:15]=[C:14]2[C:10]([N:11]=[C:12]([O:22][CH3:23])[N:13]2C2CCCCO2)=[C:9]([NH2:24])[N:8]=1)[CH2:3][CH2:4][CH3:5].[F:25][C:26]([F:31])([F:30])[C:27]([OH:29])=[O:28]. Product: [F:25][C:26]([F:31])([F:30])[C:27]([OH:29])=[O:28].[CH3:1][C@@H:2]([O:6][C:7]1[NH:8][C:9]([NH2:24])=[C:10]2[C:14]([N:15]=1)=[N:13][C:12]([O:22][CH3:23])=[N:11]2)[CH2:3][CH2:4][CH3:5]. The catalyst class is: 125. (7) Reactant: [CH3:1][C:2]1[NH:6][N:5]=[C:4]([C:7]([O:9][CH2:10][CH3:11])=[O:8])[N:3]=1.[Cl:12][C:13]1[CH:18]=[C:17]([CH2:19]Cl)[CH:16]=[CH:15][N:14]=1.C([O-])([O-])=O.[K+].[K+]. Product: [Cl:12][C:13]1[CH:18]=[C:17]([CH2:19][N:6]2[C:2]([CH3:1])=[N:3][C:4]([C:7]([O:9][CH2:10][CH3:11])=[O:8])=[N:5]2)[CH:16]=[CH:15][N:14]=1. The catalyst class is: 18. (8) Reactant: [CH3:1][C:2]1[C:6]2[CH:7]=[CH:8][CH:9]=[CH:10][C:5]=2[O:4][C:3]=1[C:11]([OH:13])=[O:12].[Li+].CC([N-]C(C)C)C.Br[CH2:23][CH2:24][O:25][C:26]1[C:35]2[C:30](=[CH:31][CH:32]=[CH:33][CH:34]=2)[CH:29]=[CH:28][CH:27]=1. Product: [C:26]1([O:25][CH2:24][CH2:23][CH2:1][C:2]2[C:6]3[CH:7]=[CH:8][CH:9]=[CH:10][C:5]=3[O:4][C:3]=2[C:11]([OH:13])=[O:12])[C:35]2[C:30](=[CH:31][CH:32]=[CH:33][CH:34]=2)[CH:29]=[CH:28][CH:27]=1. The catalyst class is: 1. (9) Reactant: [F:1][C:2]1[CH:31]=[CH:30][CH:29]=[CH:28][C:3]=1[CH2:4][N:5]1[C:13]2[C:8](=[CH:9][CH:10]=[CH:11][CH:12]=2)[C:7]([C:14]2[N:19]=[C:18]([NH:20][C:21]3[CH:26]=[CH:25][N:24]=[CH:23][CH:22]=3)[C:17]([OH:27])=[CH:16][N:15]=2)=[N:6]1.Br[CH2:33][CH:34]([OH:37])[CH2:35][OH:36].C(=O)([O-])[O-].[K+].[K+]. Product: [F:1][C:2]1[CH:31]=[CH:30][CH:29]=[CH:28][C:3]=1[CH2:4][N:5]1[C:13]2[C:8](=[CH:9][CH:10]=[CH:11][CH:12]=2)[C:7]([C:14]2[N:19]=[C:18]([NH:20][C:21]3[CH:26]=[CH:25][N:24]=[CH:23][CH:22]=3)[C:17]([O:27][CH2:33][CH:34]([OH:37])[CH2:35][OH:36])=[CH:16][N:15]=2)=[N:6]1. The catalyst class is: 3. (10) Reactant: [CH:1]([C:3]1[C:4]([C:23]2[CH:28]=[CH:27][C:26]([CH3:29])=[CH:25][CH:24]=2)=[C:5]([CH2:14][NH:15][C:16](=[O:22])[O:17][C:18]([CH3:21])([CH3:20])[CH3:19])[C:6]([CH2:10][CH:11]([CH3:13])[CH3:12])=[N:7][C:8]=1[CH3:9])=O.[Br:30][C:31]1[CH:45]=[CH:44][CH:43]=[CH:42][C:32]=1[CH2:33]P(=O)(OCC)OCC.C[O-].[Na+]. Product: [Br:30][C:31]1[CH:45]=[CH:44][CH:43]=[CH:42][C:32]=1/[CH:33]=[CH:1]/[C:3]1[C:4]([C:23]2[CH:28]=[CH:27][C:26]([CH3:29])=[CH:25][CH:24]=2)=[C:5]([CH2:14][NH:15][C:16](=[O:22])[O:17][C:18]([CH3:19])([CH3:20])[CH3:21])[C:6]([CH2:10][CH:11]([CH3:13])[CH3:12])=[N:7][C:8]=1[CH3:9]. The catalyst class is: 42.